Dataset: Forward reaction prediction with 1.9M reactions from USPTO patents (1976-2016). Task: Predict the product of the given reaction. (1) Given the reactants C(OC([N:8]1[CH2:13][C@H:12]([CH3:14])[NH:11][C@H:10]([CH3:15])[CH2:9]1)=O)(C)(C)C.CC(C=C)=[O:18].C(Cl)(Cl)[Cl:22], predict the reaction product. The product is: [ClH:22].[CH3:14][C@H:12]1[CH2:13][NH:8][CH2:9][C@@H:10]([CH3:15])[N:11]1[OH:18]. (2) Given the reactants C(NC(C)C)(C)C.C([Li])CCC.[C:13]([O:17][C:18]([N:20]1[CH2:25][CH2:24][CH:23]([C:26]([O:28]CC)=O)[CH2:22][CH2:21]1)=[O:19])([CH3:16])([CH3:15])[CH3:14].[Cl:31][C:32]1[CH:42]=[CH:41][C:35]([CH:36]=[N:37][CH:38]2[CH2:40][CH2:39]2)=[CH:34][CH:33]=1, predict the reaction product. The product is: [O:28]=[C:26]1[C:23]2([CH2:22][CH2:21][N:20]([C:18]([O:17][C:13]([CH3:14])([CH3:15])[CH3:16])=[O:19])[CH2:25][CH2:24]2)[CH:36]([C:35]2[CH:41]=[CH:42][C:32]([Cl:31])=[CH:33][CH:34]=2)[N:37]1[CH:38]1[CH2:39][CH2:40]1. (3) Given the reactants [N:1]([CH2:4][C:5]1[NH:9][C:8]([C:10]2[CH:15]=[CH:14][N:13]=[CH:12][CH:11]=2)=[N:7][CH:6]=1)=[N+]=[N-].C(Cl)Cl.CO, predict the reaction product. The product is: [N:13]1[CH:12]=[CH:11][C:10]([C:8]2[NH:7][CH:6]=[C:5]([CH2:4][NH2:1])[N:9]=2)=[CH:15][CH:14]=1. (4) Given the reactants [CH3:1][C:2]1([CH3:34])[O:6][C@@H:5]([CH2:7][N:8]2[C:16]3[C:11](=[CH:12][C:13]([N+:18]([O-:20])=[O:19])=[C:14]([F:17])[CH:15]=3)[CH:10]=[C:9]2[C:21]([CH3:33])([CH3:32])[C:22](OCC2C=CC=CC=2)=[O:23])[CH2:4][O:3]1.CC1(C)O[C@@H](CN2C3C(=CC([N+]([O-])=O)=C(F)C=3)C=C2C(C)(C)C(OC[C@H]2COC(C)(C)O2)=O)CO1.[H-].[H-].[H-].[H-].[Li+].[Al+3], predict the reaction product. The product is: [CH3:1][C:2]1([CH3:34])[O:6][C@@H:5]([CH2:7][N:8]2[C:16]3[C:11](=[CH:12][C:13]([N+:18]([O-:20])=[O:19])=[C:14]([F:17])[CH:15]=3)[CH:10]=[C:9]2[C:21]([CH3:33])([CH3:32])[CH2:22][OH:23])[CH2:4][O:3]1. (5) Given the reactants [OH:1][C@@H:2]1[C:11]2[C:6](=[CH:7][C:8]([C:12]3[N:16]=[C:15]([C:17]4[O:21][N:20]=[C:19]([C:22]5[CH:27]=[CH:26][CH:25]=[CH:24][CH:23]=5)[C:18]=4[C:28]([F:31])([F:30])[F:29])[O:14][N:13]=3)=[CH:9][CH:10]=2)[O:5][CH2:4][C@@H:3]1[NH:32][C:33](=[O:39])[O:34][C:35]([CH3:38])([CH3:37])[CH3:36].[C:40]([OH:46])([C:42]([F:45])([F:44])[F:43])=[O:41], predict the reaction product. The product is: [C:35]([O:34][C:33](=[O:39])[NH:32][C@H:3]1[C@@H:2]([OH:1])[C:11]2[C:6](=[CH:7][C:8]([C:12]3[N:16]=[C:15]([C:17]4[O:21][N:20]=[C:19]([C:22]5[CH:23]=[CH:24][CH:25]=[CH:26][CH:27]=5)[C:18]=4[C:28]([F:29])([F:30])[F:31])[O:14][N:13]=3)=[CH:9][CH:10]=2)[O:5][CH2:4]1)([CH3:38])([CH3:36])[CH3:37].[C:40]([OH:46])([C:42]([F:45])([F:44])[F:43])=[O:41]. (6) Given the reactants [NH2:1][C:2]1[CH:10]=[C:9]([F:11])[CH:8]=[C:7]([F:12])[C:3]=1[C:4]([NH2:6])=[O:5].COC1C=C(OC)C=C2C=1C(=O)N[C:19]([C:27]1[CH:32]=[CH:31][CH:30]=[C:29]([N:33]3[CH2:38][CH2:37][N:36]([CH2:39][CH2:40]S(C)(=O)=O)[CH2:35][CH2:34]3)[N:28]=1)=N2.[C:46]1(C)C=CC(S(O)(=O)=O)=CC=1.OS([O-])=O.[Na+], predict the reaction product. The product is: [F:12][C:7]1[CH:8]=[C:9]([F:11])[CH:10]=[C:2]2[C:3]=1[C:4](=[O:5])[NH:6][C:19]([C:27]1[CH:32]=[CH:31][CH:30]=[C:29]([N:33]3[CH2:34][CH2:35][N:36]([CH:39]([CH3:40])[CH3:46])[CH2:37][CH2:38]3)[N:28]=1)=[N:1]2. (7) Given the reactants C([Li])CCC.CCCCCC.[CH:12]([NH:15]C(C)C)(C)[CH3:13].[O:19]1[C:23]2([CH2:28][CH2:27][CH:26]([C:29]([O:31][CH2:32][CH3:33])=[O:30])[CH2:25][CH2:24]2)[O:22][CH2:21][CH2:20]1.BrCC#N.CN1CCCN(C)C1=O.Cl, predict the reaction product. The product is: [CH2:32]([O:31][C:29]([C:26]1([CH2:13][C:12]#[N:15])[CH2:27][CH2:28][C:23]2([O:22][CH2:21][CH2:20][O:19]2)[CH2:24][CH2:25]1)=[O:30])[CH3:33]. (8) Given the reactants [C:1]([C:3]1[C:12]2[C:7](=[CH:8][CH:9]=[C:10]([O:13][C:14]3[C:23]4[C:18](=[CH:19][CH:20]=[CH:21][CH:22]=4)[CH:17]=[CH:16][CH:15]=3)[CH:11]=2)[C:6]([OH:24])=[C:5]([C:25]([NH:27][CH2:28][C:29]([CH3:36])([CH3:35])[C:30]([O:32]CC)=[O:31])=[O:26])[N:4]=1)#[N:2].O.CCOC(C)=O.Cl, predict the reaction product. The product is: [C:1]([C:3]1[C:12]2[C:7](=[CH:8][CH:9]=[C:10]([O:13][C:14]3[C:23]4[C:18](=[CH:19][CH:20]=[CH:21][CH:22]=4)[CH:17]=[CH:16][CH:15]=3)[CH:11]=2)[C:6]([OH:24])=[C:5]([C:25]([NH:27][CH2:28][C:29]([CH3:36])([CH3:35])[C:30]([OH:32])=[O:31])=[O:26])[N:4]=1)#[N:2]. (9) Given the reactants [CH3:1][C:2]([CH3:5])([O-])[CH3:3].[K+].[CH3:7][O:8][C:9]1[C:10](=[O:15])[NH:11][CH:12]=[CH:13][CH:14]=1.F[C:17]1C=C(C)[C:20]([N+:24]([O-:26])=[O:25])=[CH:19][C:18]=1C.[Cl-].[Na+], predict the reaction product. The product is: [CH3:1][C:2]1[CH:5]=[C:20]([N+:24]([O-:26])=[O:25])[CH:19]=[C:18]([CH3:17])[C:3]=1[N:11]1[CH:12]=[CH:13][CH:14]=[C:9]([O:8][CH3:7])[C:10]1=[O:15]. (10) Given the reactants C([SiH](CC)CC)C.[Br:8][C:9]1[N:14]=[C:13]([C:15]([C:23]2[CH:28]=[CH:27][CH:26]=[CH:25][CH:24]=2)([C:17]2[CH:22]=[CH:21][CH:20]=[CH:19][CH:18]=2)O)[CH:12]=[CH:11][CH:10]=1.FC(F)(F)C(O)=O, predict the reaction product. The product is: [CH:15]([C:13]1[CH:12]=[CH:11][CH:10]=[C:9]([Br:8])[N:14]=1)([C:23]1[CH:28]=[CH:27][CH:26]=[CH:25][CH:24]=1)[C:17]1[CH:18]=[CH:19][CH:20]=[CH:21][CH:22]=1.